This data is from Reaction yield outcomes from USPTO patents with 853,638 reactions. The task is: Predict the reaction yield, written as a fraction of the theoretical maximum amount of product (1.0 means a 100% yield; for example, 0.34 means a 34% yield). (1) The reactants are [NH:1]([C:6]([O:8][C:9]([CH3:12])([CH3:11])[CH3:10])=[O:7])[CH2:2][C:3](O)=[O:4].CO[N-]C.[H-].[H-].[H-].[H-].[Li+].[Al+3].C(OCC)C.S([O-])(O)(=O)=O.[K+]. The catalyst is C1COCC1.O. The product is [C:6]([NH:1][CH2:2][CH:3]=[O:4])([O:8][C:9]([CH3:10])([CH3:11])[CH3:12])=[O:7]. The yield is 0.890. (2) The catalyst is CN(C=O)C. The product is [Cl:3][C:4]1[C:5]([N:11]2[CH2:15][CH2:14][C@@H:13]([N:16]([CH3:24])[C:17](=[O:23])[O:18][C:19]([CH3:20])([CH3:22])[CH3:21])[CH2:12]2)=[CH:6][N:7]=[N:8][C:9]=1[Cl:10]. The yield is 0.800. The reactants are [H-].[Na+].[Cl:3][C:4]1[C:5]([N:11]2[CH2:15][CH2:14][C@@H:13]([NH:16][C:17](=[O:23])[O:18][C:19]([CH3:22])([CH3:21])[CH3:20])[CH2:12]2)=[CH:6][N:7]=[N:8][C:9]=1[Cl:10].[CH3:24]I.O. (3) The product is [N:4]1([C:7]2[N:12]=[C:11]([N:13]3[CH2:18][CH2:17][O:16][CH2:15][CH2:14]3)[N:10]=[C:9]([C:19]3[CH:20]=[CH:21][C:22]([CH2:25][C:26]([NH:29][C:30]4[CH:31]=[N:32][CH:33]=[CH:34][CH:35]=4)=[O:28])=[CH:23][CH:24]=3)[N:8]=2)[CH2:5][CH2:6][O:1][CH2:2][CH2:3]1. The reactants are [O:1]1[CH2:6][CH2:5][N:4]([C:7]2[N:12]=[C:11]([N:13]3[CH2:18][CH2:17][O:16][CH2:15][CH2:14]3)[N:10]=[C:9]([C:19]3[CH:24]=[CH:23][C:22]([CH2:25][C:26]([OH:28])=O)=[CH:21][CH:20]=3)[N:8]=2)[CH2:3][CH2:2]1.[NH2:29][C:30]1[CH:31]=[N:32][CH:33]=[CH:34][CH:35]=1. The yield is 0.440. No catalyst specified. (4) The reactants are [Cl:1][C:2]1[N:3]=[CH:4][C:5]2[C:9](Cl)([N:10]=1)[N:8]=[CH:7][N:6]=2.[CH3:12][C:13]1[NH:17][N:16]=[C:15]([NH2:18])[CH:14]=1. The catalyst is C(O)C. The product is [Cl:1][C:2]1[N:3]=[CH:4][C:5]2[C:9]([NH:18][C:15]3[CH:14]=[C:13]([CH3:12])[NH:17][N:16]=3)([N:10]=1)[N:8]=[CH:7][N:6]=2. The yield is 0.580. (5) No catalyst specified. The product is [CH3:26][O:20][C:18]([C:6]1[C:7]2[N:11]=[C:10]([C:12]3[CH:17]=[CH:16][CH:15]=[CH:14][CH:13]=3)[NH:9][C:8]=2[C:3]([OH:2])=[CH:4][CH:5]=1)=[O:19]. The reactants are C[O:2][C:3]1[C:8]2[NH:9][C:10]([C:12]3[CH:17]=[CH:16][CH:15]=[CH:14][CH:13]=3)=[N:11][C:7]=2[C:6]([C:18]([OH:20])=[O:19])=[CH:5][CH:4]=1.OS(O)(=O)=O.[CH3:26]O. The yield is 0.830. (6) The reactants are [CH3:1][CH:2]([CH2:8][C:9]1[CH:14]=[CH:13][N:12]=[CH:11][CH:10]=1)[C:3]([O:5][CH2:6][CH3:7])=[O:4].ClC1C=CC=C(C(OO)=O)C=1.C[Si]([C:30]#[N:31])(C)C.CN(C)C(Cl)=O. The catalyst is C(OCC)(=O)C.O. The product is [C:30]([C:13]1[CH:14]=[C:9]([CH2:8][CH:2]([CH3:1])[C:3]([O:5][CH2:6][CH3:7])=[O:4])[CH:10]=[CH:11][N:12]=1)#[N:31]. The yield is 0.760. (7) The reactants are [Br:1][C:2]1[CH:7]=[CH:6][C:5]([Br:8])=[CH:4][C:3]=1[N+:9]([O-])=O.O.[Sn](Cl)Cl.[OH-].[Na+]. The catalyst is C(O)C.Cl. The product is [Br:1][C:2]1[CH:7]=[CH:6][C:5]([Br:8])=[CH:4][C:3]=1[NH2:9]. The yield is 0.970. (8) The reactants are [C:1]([NH:4][CH2:5][CH2:6][CH:7]=[C:8]([C@@H:23]1[CH2:28][CH2:27][CH2:26][N:25]([C:29]([O:31][C:32]([CH3:35])([CH3:34])[CH3:33])=[O:30])[CH2:24]1)[C:9]1[CH:10]=[C:11]([C:16]2[CH:21]=[CH:20][CH:19]=[C:18]([CH3:22])[CH:17]=2)[C:12]([F:15])=[CH:13][CH:14]=1)(=[O:3])[CH3:2]. The catalyst is CO.[OH-].[OH-].[Pd+2]. The product is [C:1]([NH:4][CH2:5][CH2:6][CH2:7][C@H:8]([C@@H:23]1[CH2:28][CH2:27][CH2:26][N:25]([C:29]([O:31][C:32]([CH3:35])([CH3:34])[CH3:33])=[O:30])[CH2:24]1)[C:9]1[CH:10]=[C:11]([C:16]2[CH:21]=[CH:20][CH:19]=[C:18]([CH3:22])[CH:17]=2)[C:12]([F:15])=[CH:13][CH:14]=1)(=[O:3])[CH3:2]. The yield is 0.360. (9) The reactants are [OH:1][C:2]1[CH:11]=[CH:10][C:9]2[C:4](=[CH:5][CH:6]=[C:7]([Br:12])[CH:8]=2)[CH:3]=1.Cl[CH2:14][CH2:15][O:16][CH2:17][CH2:18][O:19][CH2:20][CH2:21][F:22].C(=O)([O-])[O-].[K+].[K+].CN(C=O)C. The catalyst is C(OCC)(=O)C.O. The product is [Br:12][C:7]1[CH:6]=[CH:5][C:4]2[C:9](=[CH:10][CH:11]=[C:2]([O:1][CH2:14][CH2:15][O:16][CH2:17][CH2:18][O:19][CH2:20][CH2:21][F:22])[CH:3]=2)[CH:8]=1. The yield is 0.610. (10) The reactants are C1N=CN(C(N2C=NC=C2)=O)C=1.[C:13]([NH:20][CH2:21][C:22]([OH:24])=O)([O:15][C:16]([CH3:19])([CH3:18])[CH3:17])=[O:14].[C:25]1([CH:31]2[NH:36][CH2:35][CH2:34][N:33]3[CH:37]=[CH:38][CH:39]=[C:32]23)[CH:30]=[CH:29][CH:28]=[CH:27][CH:26]=1.[N-]1C=CN=C1.C(NCC(O)=O)(OC(C)(C)C)=O. The catalyst is ClCCCl. The product is [O:24]=[C:22]([N:36]1[CH2:35][CH2:34][N:33]2[CH:37]=[CH:38][CH:39]=[C:32]2[CH:31]1[C:25]1[CH:26]=[CH:27][CH:28]=[CH:29][CH:30]=1)[CH2:21][NH:20][C:13](=[O:14])[O:15][C:16]([CH3:17])([CH3:18])[CH3:19]. The yield is 0.610.